From a dataset of Full USPTO retrosynthesis dataset with 1.9M reactions from patents (1976-2016). Predict the reactants needed to synthesize the given product. (1) Given the product [NH:19]1[C:20]2[CH:21]=[CH:22][CH:23]=[CH:24][C:17]=2[CH2:16][O:15][C:12]1=[O:14], predict the reactants needed to synthesize it. The reactants are: ClC(OC)=O.C(=O)([O-])[O-].[K+].[K+].[C:12]([O:15][CH2:16][CH3:17])(=[O:14])C.O.[N:19]1[CH:24]=[CH:23][CH:22]=[CH:21][CH:20]=1. (2) Given the product [CH2:15]([CH:12]1[C:11]2[CH:10]=[CH:9][CH:8]=[CH:7][C:6]=2[C:5]2[C:13]1=[CH:1][CH:2]=[CH:3][CH:4]=2)[CH3:16], predict the reactants needed to synthesize it. The reactants are: [CH:1]1[C:13]2[CH2:12][C:11]3[C:6](=[CH:7][CH:8]=[CH:9][CH:10]=3)[C:5]=2[CH:4]=[CH:3][CH:2]=1.[Li][CH2:15][CH2:16]CC.ICC. (3) Given the product [Br:1][C:2]1[CH:7]=[CH:6][C:5]([CH2:8][Br:17])=[CH:4][C:3]=1[Cl:9], predict the reactants needed to synthesize it. The reactants are: [Br:1][C:2]1[CH:7]=[CH:6][C:5]([CH3:8])=[CH:4][C:3]=1[Cl:9].C1C(=O)N([Br:17])C(=O)C1.CC(N=NC(C#N)(C)C)(C#N)C. (4) The reactants are: Br[C:2]1[C:6]2[N:7]=[CH:8][N:9]=[C:10]([C:11]3[CH:16]=[CH:15][C:14]([NH:17][C:18](=[O:24])[O:19][C:20]([CH3:23])([CH3:22])[CH3:21])=[CH:13][CH:12]=3)[C:5]=2[S:4][CH:3]=1.CC1(C)C(C)(C)OB([C:33]2[CH:38]=[CH:37][C:36]([CH2:39][C:40]([O:42][CH3:43])=[O:41])=[CH:35][CH:34]=2)O1.C(=O)([O-])[O-].[Na+].[Na+].O1CCOCC1. Given the product [C:20]([O:19][C:18]([NH:17][C:14]1[CH:15]=[CH:16][C:11]([C:10]2[C:5]3[S:4][CH:3]=[C:2]([C:33]4[CH:38]=[CH:37][C:36]([CH2:39][C:40]([O:42][CH3:43])=[O:41])=[CH:35][CH:34]=4)[C:6]=3[N:7]=[CH:8][N:9]=2)=[CH:12][CH:13]=1)=[O:24])([CH3:23])([CH3:22])[CH3:21], predict the reactants needed to synthesize it. (5) Given the product [F:12][C:13]1[C:18]2[C:19](=[O:22])[O:20][CH2:21][C:17]=2[CH:16]=[C:15]([CH:23]2[CH2:24][O:9]2)[CH:14]=1, predict the reactants needed to synthesize it. The reactants are: C1C=C(Cl)C=C(C(OO)=[O:9])C=1.[F:12][C:13]1[C:18]2[C:19](=[O:22])[O:20][CH2:21][C:17]=2[CH:16]=[C:15]([CH:23]=[CH2:24])[CH:14]=1. (6) Given the product [NH2:20][C:16]1[CH:15]=[C:14]([CH:19]=[CH:18][C:17]=1[Cl:26])[C:13]([NH:2][C:3]1[CH:11]=[CH:10][C:9]([I:12])=[CH:8][C:4]=1[C:5]([OH:7])=[O:6])=[O:23], predict the reactants needed to synthesize it. The reactants are: Cl[N:2]([C:13](=[O:23])[C:14]1[CH:19]=[CH:18][CH:17]=[C:16]([N+:20]([O-])=O)[CH:15]=1)[C:3]1[CH:11]=[CH:10][C:9]([I:12])=[CH:8][C:4]=1[C:5]([OH:7])=[O:6].[OH-].[Na+].[ClH:26]. (7) Given the product [F:36][C:37]([F:42])([F:41])[C:38]([OH:40])=[O:39].[Cl:19][C:15]1[C:14]([F:20])=[C:13]([CH:12]2[C:11]([C:23]3[CH:28]=[CH:27][C:26]([Cl:29])=[CH:25][CH:24]=3)([C:21]#[N:22])[CH:10]([CH2:30][CH:31]3[CH2:35][CH2:34][CH2:33][CH2:32]3)[NH:9][CH:8]2[C:6]([OH:7])=[O:5])[CH:18]=[CH:17][CH:16]=1, predict the reactants needed to synthesize it. The reactants are: C([O:5][C:6]([CH:8]1[CH:12]([C:13]2[CH:18]=[CH:17][CH:16]=[C:15]([Cl:19])[C:14]=2[F:20])[C:11]([C:23]2[CH:28]=[CH:27][C:26]([Cl:29])=[CH:25][CH:24]=2)([C:21]#[N:22])[CH:10]([CH2:30][CH:31]2[CH2:35][CH2:34][CH2:33][CH2:32]2)[NH:9]1)=[O:7])(C)(C)C.[F:36][C:37]([F:42])([F:41])[C:38]([OH:40])=[O:39].